Dataset: Full USPTO retrosynthesis dataset with 1.9M reactions from patents (1976-2016). Task: Predict the reactants needed to synthesize the given product. (1) Given the product [F:1][C:2]1[CH:3]=[C:4]2[C:9](=[C:10]([CH2:12][CH2:13][N:14]3[CH2:19][CH2:18][N:17]([C:20]4[C:24]5[CH:25]=[C:26]([F:29])[CH:27]=[CH:28][C:23]=5[S:22][N:21]=4)[CH2:16][CH2:15]3)[CH:11]=1)[N:8]([C:32](=[O:34])[CH3:33])[CH2:7][CH2:6][C:5]2([CH3:31])[CH3:30], predict the reactants needed to synthesize it. The reactants are: [F:1][C:2]1[CH:3]=[C:4]2[C:9](=[C:10]([CH2:12][CH2:13][N:14]3[CH2:19][CH2:18][N:17]([C:20]4[C:24]5[CH:25]=[C:26]([F:29])[CH:27]=[CH:28][C:23]=5[S:22][N:21]=4)[CH2:16][CH2:15]3)[CH:11]=1)[NH:8][CH2:7][CH2:6][C:5]2([CH3:31])[CH3:30].[C:32](Cl)(=[O:34])[CH3:33].Cl. (2) Given the product [C:1]([C:3]1[CH:4]=[C:5]([CH:10]=[CH:11][C:12]=1[CH:22]1[CH2:27][CH2:26][CH2:25][CH2:24][CH2:23]1)[C:6]([O:8][CH3:9])=[O:7])#[N:2], predict the reactants needed to synthesize it. The reactants are: [C:1]([C:3]1[CH:4]=[C:5]([CH:10]=[CH:11][C:12]=1OS(C(F)(F)F)(=O)=O)[C:6]([O:8][CH3:9])=[O:7])#[N:2].[Br-].[CH:22]1([Zn+])[CH2:27][CH2:26][CH2:25][CH2:24][CH2:23]1. (3) Given the product [CH3:12][C:9]1[N:10]=[C:11]2[C:6](=[CH:7][CH:8]=1)[N:5]=[CH:4][CH:3]=[C:2]2[OH:1], predict the reactants needed to synthesize it. The reactants are: [OH:1][C:2]1[C:11]2[C:6](=[CH:7][CH:8]=[C:9]([CH3:12])[N:10]=2)[N:5]=[CH:4][C:3]=1C(O)=O. (4) Given the product [C:1]([O:5][C:6](=[O:21])[NH:7][C:8]1[CH:13]=[C:12]([O:14][CH3:15])[C:11]([C:16]([F:19])([F:18])[F:17])=[CH:10][C:9]=1[NH:20][C:27](=[O:26])[CH2:28][C:29](=[O:42])[C:30]1[CH:35]=[CH:34][CH:33]=[C:32]([C:36]2[CH:41]=[CH:40][CH:39]=[CH:38][N:37]=2)[CH:31]=1)([CH3:4])([CH3:2])[CH3:3], predict the reactants needed to synthesize it. The reactants are: [C:1]([O:5][C:6](=[O:21])[NH:7][C:8]1[CH:13]=[C:12]([O:14][CH3:15])[C:11]([C:16]([F:19])([F:18])[F:17])=[CH:10][C:9]=1[NH2:20])([CH3:4])([CH3:3])[CH3:2].C([O:26][C:27](=O)[CH2:28][C:29](=[O:42])[C:30]1[CH:35]=[CH:34][CH:33]=[C:32]([C:36]2[CH:41]=[CH:40][CH:39]=[CH:38][N:37]=2)[CH:31]=1)(C)(C)C. (5) Given the product [CH3:1][O:2][CH:3]1[CH2:12][CH2:11][CH:6]([O:7][CH2:8][CH2:9][OH:10])[CH2:5][CH2:4]1, predict the reactants needed to synthesize it. The reactants are: [CH3:1][O:2][C:3]1[CH:12]=[CH:11][C:6]([O:7][CH2:8][CH2:9][OH:10])=[CH:5][CH:4]=1.[3H][3H]. (6) Given the product [Cl:1][C:2]1[CH:11]=[C:10]2[C:5]([CH2:6][CH2:7][N:8]([CH3:19])[CH:9]2[C:12]2[CH:16]=[C:15]([CH2:17][OH:18])[S:14][CH:13]=2)=[CH:4][CH:3]=1, predict the reactants needed to synthesize it. The reactants are: [Cl:1][C:2]1[CH:11]=[C:10]2[C:5]([CH2:6][CH2:7][N:8]([C:19](OC(C)(C)C)=O)[CH:9]2[C:12]2[CH:16]=[C:15]([CH2:17][OH:18])[S:14][CH:13]=2)=[CH:4][CH:3]=1.C(O)(C(F)(F)F)=O.C=O.O.C(O[BH-](OC(=O)C)OC(=O)C)(=O)C.[Na+]. (7) Given the product [CH3:37][C@H:24]1[CH2:25][NH:26][CH2:27][C@@H:28]([CH3:29])[N:23]1[C:21]([O:5][CH2:4][C:3]1[CH:6]=[C:7]([O:10][CH2:18][C:14]2[CH:13]=[N:12][CH:17]=[CH:16][CH:15]=2)[CH:8]=[CH:9][C:2]=1[F:1])=[O:22], predict the reactants needed to synthesize it. The reactants are: [F:1][C:2]1[CH:9]=[CH:8][C:7]([OH:10])=[CH:6][C:3]=1[CH2:4][OH:5].Cl.[N:12]1[CH:17]=[CH:16][CH:15]=[C:14]([CH2:18]Cl)[CH:13]=1.Cl[C:21]([N:23]1[C@H:28]([CH3:29])[CH2:27][N:26](C(OC(C)(C)C)=O)[CH2:25][C@@H:24]1[CH3:37])=[O:22].